This data is from Full USPTO retrosynthesis dataset with 1.9M reactions from patents (1976-2016). The task is: Predict the reactants needed to synthesize the given product. (1) Given the product [F:37][C:25]1[CH:26]=[C:27]([N:30]2[CH:35]=[CH:34][N:33]=[CH:32][C:31]2=[O:36])[CH:28]=[CH:29][C:24]=1[NH:23][C:4]([CH2:5][N:6]1[CH2:10][C@H:9]([O:11][CH3:12])[C@@H:8]([NH:13][C:14]([C:16]2[S:17][C:18]([Cl:21])=[CH:19][CH:20]=2)=[O:15])[CH2:7]1)=[O:22], predict the reactants needed to synthesize it. The reactants are: C(O[C:4](=[O:22])[CH2:5][N:6]1[CH2:10][C@H:9]([O:11][CH3:12])[C@@H:8]([NH:13][C:14]([C:16]2[S:17][C:18]([Cl:21])=[CH:19][CH:20]=2)=[O:15])[CH2:7]1)C.[NH2:23][C:24]1[CH:29]=[CH:28][C:27]([N:30]2[CH:35]=[CH:34][N:33]=[CH:32][C:31]2=[O:36])=[CH:26][C:25]=1[F:37]. (2) Given the product [CH3:31][O:32][C:33](=[O:36])[CH2:34][O:24][C:18]1[CH:19]=[C:20]([CH3:23])[CH:21]=[CH:22][C:17]=1[CH2:16][CH2:15][C:14]([N:10]1[CH2:11][C@H:12]([CH3:13])[N:7]([CH2:6][C:5]2[CH:4]=[CH:3][C:2]([F:1])=[CH:28][CH:27]=2)[CH2:8][C@H:9]1[CH3:26])=[O:25], predict the reactants needed to synthesize it. The reactants are: [F:1][C:2]1[CH:28]=[CH:27][C:5]([CH2:6][N:7]2[C@@H:12]([CH3:13])[CH2:11][N:10]([C:14](=[O:25])[CH2:15][CH2:16][C:17]3[CH:22]=[CH:21][C:20]([CH3:23])=[CH:19][C:18]=3[OH:24])[C@H:9]([CH3:26])[CH2:8]2)=[CH:4][CH:3]=1.[H-].[Na+].[CH3:31][O:32][C:33](=[O:36])[CH2:34]Br.